From a dataset of Full USPTO retrosynthesis dataset with 1.9M reactions from patents (1976-2016). Predict the reactants needed to synthesize the given product. (1) Given the product [CH2:1]([O:3][C:4](=[O:18])[C:5]([CH2:13][PH:14]([CH2:16][O:17][S:20]([CH3:19])(=[O:22])=[O:21])=[O:15])([O:10][CH2:11][CH3:12])[CH2:6][CH:7]([CH3:9])[CH3:8])[CH3:2], predict the reactants needed to synthesize it. The reactants are: [CH2:1]([O:3][C:4](=[O:18])[C:5]([CH2:13][PH:14]([CH2:16][OH:17])=[O:15])([O:10][CH2:11][CH3:12])[CH2:6][CH:7]([CH3:9])[CH3:8])[CH3:2].[CH3:19][S:20](Cl)(=[O:22])=[O:21].C(N(CC)CC)C. (2) Given the product [N+:1]([C:4]1[CH:11]=[C:10]([N+:12]([O-:14])=[O:13])[CH:9]=[CH:8][C:5]=1[CH:6]([OH:7])[C:16](=[CH2:17])[C:15]([O:19][CH3:20])=[O:18])([O-:3])=[O:2], predict the reactants needed to synthesize it. The reactants are: [N+:1]([C:4]1[CH:11]=[C:10]([N+:12]([O-:14])=[O:13])[CH:9]=[CH:8][C:5]=1[CH:6]=[O:7])([O-:3])=[O:2].[C:15]([O:19][CH3:20])(=[O:18])[CH:16]=[CH2:17].C1N2CCN(CC2)C1.